Dataset: Full USPTO retrosynthesis dataset with 1.9M reactions from patents (1976-2016). Task: Predict the reactants needed to synthesize the given product. (1) Given the product [F:20][CH:19]([F:21])[O:18][C:13]1[CH:14]=[CH:15][CH:16]=[CH:17][C:12]=1[C:10]1[C:3]2[N:4]=[C:5]([S:8][CH3:9])[N:6]=[CH:7][C:2]=2[S:22][C:23]=1[C:24]([O:26][CH3:27])=[O:25], predict the reactants needed to synthesize it. The reactants are: Cl[C:2]1[C:3]([C:10]([C:12]2[CH:17]=[CH:16][CH:15]=[CH:14][C:13]=2[O:18][CH:19]([F:21])[F:20])=O)=[N:4][C:5]([S:8][CH3:9])=[N:6][CH:7]=1.[SH:22][CH2:23][C:24]([O:26][CH3:27])=[O:25].C(=O)([O-])[O-].[K+].[K+].C(#N)C. (2) Given the product [Cl-:48].[Cl-:48].[N:17]1[CH:18]=[CH:19][CH:20]=[CH:21][C:16]=1[C:10]([C:3]1[C:4]2[C:9](=[CH:8][CH:7]=[CH:6][CH:5]=2)[CH:1]([Cr+2:51])[CH:2]=1)([CH3:15])[CH2:11][CH2:12][CH:13]=[CH2:14], predict the reactants needed to synthesize it. The reactants are: [CH2:1]1[C:9]2[C:4](=[CH:5][CH:6]=[CH:7][CH:8]=2)[C:3]([C:10]([C:16]2[CH:21]=[CH:20][CH:19]=[CH:18][N:17]=2)([CH3:15])[CH2:11][CH2:12][CH:13]=[CH2:14])=[CH:2]1.C([Li])CCC.CCCCCC.O1CCCC1.O1CCCC1.O1CCCC1.[Cl-:48].[Cl-].[Cl-].[Cr+3:51]. (3) Given the product [CH3:1][O:2][C:3]1[N:8]=[C:7]([O:9][CH3:10])[C:6]([C:15]2[CH:16]=[N:17][C:18]3[C:23]([CH:24]=2)=[N:22][CH:21]=[C:20]([CH2:25][CH2:26][N:27]2[CH2:28][CH2:29][CH2:30][CH2:31][CH2:32]2)[CH:19]=3)=[CH:5][N:4]=1, predict the reactants needed to synthesize it. The reactants are: [CH3:1][O:2][C:3]1[N:8]=[C:7]([O:9][CH3:10])[C:6](B(O)O)=[CH:5][N:4]=1.Br[C:15]1[CH:16]=[N:17][C:18]2[C:23]([CH:24]=1)=[N:22][CH:21]=[C:20]([CH2:25][CH2:26][N:27]1[CH2:32][CH2:31][CH2:30][CH2:29][CH2:28]1)[CH:19]=2. (4) Given the product [Cl:1][C:2]1[C:3]2[CH:13]=[CH:12][CH:11]=[CH:10][C:4]=2[S:5][C:6]=1[C:7]([NH:23][C:22]1[CH:24]=[CH:25][C:26]([N+:28]([O-:30])=[O:29])=[CH:27][C:21]=1[F:20])=[O:9], predict the reactants needed to synthesize it. The reactants are: [Cl:1][C:2]1[C:3]2[CH:13]=[CH:12][CH:11]=[CH:10][C:4]=2[S:5][C:6]=1[C:7]([OH:9])=O.C(Cl)(=O)C(Cl)=O.[F:20][C:21]1[CH:27]=[C:26]([N+:28]([O-:30])=[O:29])[CH:25]=[CH:24][C:22]=1[NH2:23].